Dataset: Full USPTO retrosynthesis dataset with 1.9M reactions from patents (1976-2016). Task: Predict the reactants needed to synthesize the given product. (1) Given the product [C:18]([NH:21][C@H:22]([CH2:28][C:29]1[CH:34]=[CH:33][C:32]([CH2:35][CH3:36])=[C:31]([CH2:37][CH3:38])[CH:30]=1)[C:23]([O:25][CH2:26][CH3:27])=[O:24])(=[O:20])[CH3:19], predict the reactants needed to synthesize it. The reactants are: O.O.P([O-])([O-])(O)=O.[Na+].[Na+].O.O.P([O-])(O)(O)=O.[Na+].[C:18]([NH:21][CH:22]([CH2:28][C:29]1[CH:34]=[CH:33][C:32]([CH2:35][CH3:36])=[C:31]([CH2:37][CH3:38])[CH:30]=1)[C:23]([O:25][CH2:26][CH3:27])=[O:24])(=[O:20])[CH3:19].[OH-].[Na+]. (2) Given the product [OH:1][C@@H:2]([C@H:45]([OH:52])[C@@H:46]([OH:51])[C@@H:47]([OH:50])[CH2:48][OH:49])[CH2:3][NH:4][C:5]([CH2:7][CH2:8][C@H:9]([NH:14][C:15](=[O:44])[C@@H:16]([NH:33][C:34]([O:36][CH2:37][C:38]1[CH:43]=[CH:42][CH:41]=[CH:40][CH:39]=1)=[O:35])[CH2:17][CH2:18][C:19](=[O:32])[NH:20][CH2:21][C@@H:22]([OH:31])[C@H:23]([OH:30])[C@@H:24]([OH:29])[C@@H:25]([OH:28])[CH2:26][OH:27])[C:10]([OH:12])=[O:11])=[O:6], predict the reactants needed to synthesize it. The reactants are: [OH:1][C@@H:2]([C@H:45]([OH:52])[C@@H:46]([OH:51])[C@@H:47]([OH:50])[CH2:48][OH:49])[CH2:3][NH:4][C:5]([CH2:7][CH2:8][C@H:9]([NH:14][C:15](=[O:44])[C@@H:16]([NH:33][C:34]([O:36][CH2:37][C:38]1[CH:43]=[CH:42][CH:41]=[CH:40][CH:39]=1)=[O:35])[CH2:17][CH2:18][C:19](=[O:32])[NH:20][CH2:21][C@@H:22]([OH:31])[C@H:23]([OH:30])[C@@H:24]([OH:29])[C@@H:25]([OH:28])[CH2:26][OH:27])[C:10]([O:12]C)=[O:11])=[O:6].[OH-].[Li+].